The task is: Regression. Given a target protein amino acid sequence and a drug SMILES string, predict the binding affinity score between them. We predict pIC50 (pIC50 = -log10(IC50 in M); higher means more potent). Dataset: bindingdb_ic50.. This data is from Drug-target binding data from BindingDB using IC50 measurements. (1) The compound is CC[C@@H](CCO)O[C@@H]1C=C(C(=O)O)C[C@H](N)[C@H]1NC(C)=O. The target protein (P03474) has sequence MLPSTVQTLTLLLTSGGVLLSLYVSASLSYLLYSDVLLKFSSTKTTAPTMSLECTNASNAQTVNHSATKEMTFPPPEPEWTYPRLSCQGSTFQKALLISPHRFGEIKGNSAPLIIREPFVACGPKECRHFALTHYAAQPGGYYNGTRKDRNKLRHLVSVKLGKIPTVENSIFHMAAWSGSACHDGREWTYIGVDGPDNDALVKIKYGEAYTDTYHSYAHNILRTQESACNCIGGDCYLMITDGSASGISKCRFLKIREGRIIKEILPTGRVEHTEECTCGFASNKTIECACRDNSYTAKRPFVKLNVETDTAEIRLMCTKTYLDTPRPDDGSIAGPCESNGDKWLGGIKGGFVHQRMASKIGRWYSRTMSKTNRMGMELYVKYDGDPWTDSDALTLSGVMVSIEEPGWYSFGFEIKDKKCDVPCIGIEMVHDGGKDTWHSAATAIYCLMGSGQLLWDTVTGVDMAL. The pIC50 is 6.4. (2) The compound is COc1ccc(S(=O)(=O)N(Cc2cccnc2)[C@@H](C(=O)NO)C(C)C)cc1. The target protein (P33434) has sequence MEARVAWGALAGPLRVLCVLCCLLGRAIAAPSPIIKFPGDVAPKTDKELAVQYLNTFYGCPKESCNLFVLKDTLKKMQKFFGLPQTGDLDQNTIETMRKPRCGNPDVANYNFFPRKPKWDKNQITYRIIGYTPDLDPETVDDAFARALKVWSDVTPLRFSRIHDGEADIMINFGRWEHGDGYPFDGKDGLLAHAFAPGTGVGGDSHFDDDELWTLGEGQVVRVKYGNADGEYCKFPFLFNGREYSSCTDTGRSDGFLWCSTTYNFEKDGKYGFCPHEALFTMGGNADGQPCKFPFRFQGTSYNSCTTEGRTDGYRWCGTTEDYDRDKKYGFCPETAMSTVGGNSEGAPCVFPFTFLGNKYESCTSAGRNDGKVWCATTTNYDDDRKWGFCPDQGYSLFLVAAHEFGHAMGLEHSQDPGALMAPIYTYTKNFRLSHDDIKGIQELYGPSPDADTDTGTGPTPTLGPVTPEICKQDIVFDGIAQIRGEIFFFKDRFIWRTVT.... The pIC50 is 7.8.